From a dataset of Orexin1 receptor HTS with 218,158 compounds and 233 confirmed actives. Binary Classification. Given a drug SMILES string, predict its activity (active/inactive) in a high-throughput screening assay against a specified biological target. (1) The compound is O(C(=O)C1CCCN(C1)C(=O)COC(=O)c1oc2c(c(=O)c1)cccc2)CC. The result is 0 (inactive). (2) The molecule is Clc1cc(CN2CCN(CC2)CCO)c(O)c2ncccc12. The result is 0 (inactive). (3) The compound is Clc1cc(NC(=O)NC/2=NN(C(=O)C2=C2\N(CCC2)C)c2ccccc2)ccc1. The result is 0 (inactive). (4) The drug is s1c(c(n2c(ccc2)C(=O)NCC=C)cc1)C(OC)=O. The result is 0 (inactive). (5) The drug is O=C(NCc1cc(OC)c(OCC)cc1)CCc1c2c(n(c1)C)cccc2. The result is 0 (inactive). (6) The molecule is Clc1ccc(C2CC(=CC(=O)C2)c2c(F)cc(OC)c(F)c2)cc1. The result is 0 (inactive). (7) The compound is O=C(Nc1cc(ccc1)C)c1n2c(nc1C)cccc2. The result is 0 (inactive).